From a dataset of Reaction yield outcomes from USPTO patents with 853,638 reactions. Predict the reaction yield, written as a fraction of the theoretical maximum amount of product (1.0 means a 100% yield; for example, 0.34 means a 34% yield). (1) The reactants are [NH:1]1[C:9]2[C:4](=[N:5][CH:6]=[C:7]([C:10]([OH:12])=O)[CH:8]=2)[N:3]=[CH:2]1.[NH:13]1[CH2:18][CH2:17][CH2:16][C@@H:15]2[C:19]3[CH:20]=[CH:21][CH:22]=[CH:23][C:24]=3[CH2:25][C@H:14]12.F[P-](F)(F)(F)(F)F.N1(OC(N(C)C)=[N+](C)C)C2N=CC=CC=2N=N1. No catalyst specified. The product is [N:13]1([C:10]([C:7]2[CH:8]=[C:9]3[NH:1][CH:2]=[N:3][C:4]3=[N:5][CH:6]=2)=[O:12])[CH2:18][CH2:17][CH2:16][C@@H:15]2[C:19]3[CH:20]=[CH:21][CH:22]=[CH:23][C:24]=3[CH2:25][C@H:14]12. The yield is 0.710. (2) The reactants are [NH:1]1[CH:5]=[CH:4][C:3]([CH:6]=O)=[N:2]1.[NH2:8][CH2:9][C:10]1[CH:37]=[CH:36][C:13]([CH2:14][N:15]([CH2:26][C:27]2[NH:31][C:30]3[CH:32]=[CH:33][CH:34]=[CH:35][C:29]=3[N:28]=2)[CH:16]2[C:25]3[N:24]=[CH:23][CH:22]=[CH:21][C:20]=3[CH2:19][CH2:18][CH2:17]2)=[CH:12][CH:11]=1.[BH4-].[Na+]. The catalyst is CO. The product is [NH:28]1[C:29]2[CH:35]=[CH:34][CH:33]=[CH:32][C:30]=2[N:31]=[C:27]1[CH2:26][N:15]([CH2:14][C:13]1[CH:36]=[CH:37][C:10]([CH2:9][NH:8][CH2:6][C:3]2[CH:4]=[CH:5][NH:1][N:2]=2)=[CH:11][CH:12]=1)[CH:16]1[C:25]2[N:24]=[CH:23][CH:22]=[CH:21][C:20]=2[CH2:19][CH2:18][CH2:17]1. The yield is 0.600. (3) The reactants are [CH3:1][C:2]1[CH:11]=[CH:10][C:9]2[C:4](=[CH:5][C:6]([CH2:12][CH2:13][OH:14])=[CH:7][CH:8]=2)[N:3]=1.[O:15]1CCOCC1. The yield is 0.890. The product is [OH:14][CH2:13][CH2:12][C:6]1[CH:5]=[C:4]2[C:9]([CH:10]=[CH:11][C:2]([CH:1]=[O:15])=[N:3]2)=[CH:8][CH:7]=1. The catalyst is O. (4) The reactants are Br[C:2]1[C:10]2[C:9]([NH:11][C@H:12]([C:14]3[N:19]([C:20]4[CH:25]=[CH:24][CH:23]=[CH:22][CH:21]=4)[C:18](=[O:26])[C:17]4=[C:27]([CH3:30])[CH:28]=[CH:29][N:16]4[N:15]=3)[CH3:13])=[N:8][CH:7]=[N:6][C:5]=2[N:4]([CH2:31][O:32][CH2:33][CH2:34][Si:35]([CH3:38])([CH3:37])[CH3:36])[CH:3]=1.[CH3:39][N:40]([CH3:56])[CH:41]1[CH2:46][CH2:45][N:44]([C:47]2[CH:52]=[C:51](B(O)O)[CH:50]=[CH:49][N:48]=2)[CH2:43][CH2:42]1.C(=O)([O-])[O-].[Na+].[Na+]. The catalyst is C1C=CC([P]([Pd]([P](C2C=CC=CC=2)(C2C=CC=CC=2)C2C=CC=CC=2)([P](C2C=CC=CC=2)(C2C=CC=CC=2)C2C=CC=CC=2)[P](C2C=CC=CC=2)(C2C=CC=CC=2)C2C=CC=CC=2)(C2C=CC=CC=2)C2C=CC=CC=2)=CC=1. The product is [CH3:39][N:40]([CH3:56])[CH:41]1[CH2:42][CH2:43][N:44]([C:47]2[CH:52]=[C:51]([C:2]3[C:10]4[C:9]([NH:11][C@H:12]([C:14]5[N:19]([C:20]6[CH:25]=[CH:24][CH:23]=[CH:22][CH:21]=6)[C:18](=[O:26])[C:17]6=[C:27]([CH3:30])[CH:28]=[CH:29][N:16]6[N:15]=5)[CH3:13])=[N:8][CH:7]=[N:6][C:5]=4[N:4]([CH2:31][O:32][CH2:33][CH2:34][Si:35]([CH3:38])([CH3:37])[CH3:36])[CH:3]=3)[CH:50]=[CH:49][N:48]=2)[CH2:45][CH2:46]1. The yield is 0.750. (5) The reactants are [C:1]([C:8]1([C:15]([O:17]C(C)(C)C)=[O:16])[NH:12]C(=O)N[C:9]1=O)(OC(C)(C)C)=O.[OH-].[Na+].O1[CH2:29][CH2:28][O:27][CH2:26]C1.[C:30](Cl)([O:32][CH2:33][CH:34]1[C:46]2[C:41](=[CH:42][CH:43]=[CH:44][CH:45]=2)[C:40]2[C:35]1=[CH:36][CH:37]=[CH:38][CH:39]=2)=[O:31]. The catalyst is COCCOC. The product is [C:30]([CH:9]1[CH2:41][CH:46]([C:34]2[CH:35]=[CH:36][CH:29]=[C:28]([O:27][CH3:26])[CH:33]=2)[CH2:45][CH2:1][C:8]1([NH2:12])[C:15]([OH:17])=[O:16])([O:32][CH2:33][CH:34]1[C:46]2[C:41](=[CH:42][CH:43]=[CH:44][CH:45]=2)[C:40]2[C:35]1=[CH:36][CH:37]=[CH:38][CH:39]=2)=[O:31]. The yield is 0.870. (6) The reactants are [CH3:1][C@H:2]([CH:6]=[CH2:7])[C:3](O)=[O:4].[C:8]([O:12][C:13](=[O:32])[NH:14][C@H:15]([C:19]1[CH:24]=[C:23]([C:25]2[C:30]([NH2:31])=[CH:29][CH:28]=[CH:27][N:26]=2)[CH:22]=[CH:21][N:20]=1)[CH2:16][CH:17]=[CH2:18])([CH3:11])([CH3:10])[CH3:9].N1C=CC=CC=1.C(P1(=O)OP(CCC)(=O)OP(CCC)(=O)O1)CC. The catalyst is CCOC(C)=O. The product is [C:8]([O:12][C:13](=[O:32])[NH:14][C@H:15]([C:19]1[CH:24]=[C:23]([C:25]2[C:30]([NH:31][C:3](=[O:4])[C@H:2]([CH3:1])[CH:6]=[CH2:7])=[CH:29][CH:28]=[CH:27][N:26]=2)[CH:22]=[CH:21][N:20]=1)[CH2:16][CH:17]=[CH2:18])([CH3:9])([CH3:10])[CH3:11]. The yield is 0.738. (7) The reactants are C1(C)C=CC(S(O)(=O)=O)=CC=1.C(O[C:15](=[O:31])[C:16](=[CH:22][NH:23][C:24]1[CH:29]=[CH:28][CH:27]=[CH:26][C:25]=1[I:30])[C:17]([O:19][CH2:20][CH3:21])=[O:18])C. The catalyst is C1(OC2C=CC=CC=2)C=CC=CC=1. The product is [CH2:20]([O:19][C:17]([C:16]1[C:15](=[O:31])[C:29]2[C:24](=[C:25]([I:30])[CH:26]=[CH:27][CH:28]=2)[NH:23][CH:22]=1)=[O:18])[CH3:21]. The yield is 0.460. (8) The catalyst is CO. The yield is 0.550. The product is [F:1][C:2]1[CH:20]=[C:19]([F:21])[CH:18]=[CH:17][C:3]=1[CH2:4][N:5]1[C:9]2=[CH:10][N:11]=[C:12]([C:14]([NH:26][OH:60])=[O:45])[CH:13]=[C:8]2[CH:7]=[CH:6]1. The reactants are [F:1][C:2]1[CH:20]=[C:19]([F:21])[CH:18]=[CH:17][C:3]=1[CH2:4][N:5]1[C:9]2=[CH:10][N:11]=[C:12]([C:14](O)=O)[CH:13]=[C:8]2[CH:7]=[CH:6]1.FC1C=C(F)C=CC=1C[N:26]1C2=CN=C(C(OCC)=O)C=C2C=C1.[OH-:45].[Na+].C(O)(=O)CC(CC(O)=O)(C(O)=O)O.[OH2:60]. (9) The reactants are [CH3:1][O:2][CH2:3][CH2:4][O:5][CH2:6][O:7][C:8]1[CH:13]=[C:12]([O:14][CH2:15][O:16][CH2:17][CH2:18][O:19][CH3:20])[CH:11]=[C:10]([O:21][C:22]2[CH:27]=[CH:26][C:25]([N+:28]([O-:30])=[O:29])=[CH:24][CH:23]=2)[C:9]=1[C:31]1[O:35][N:34]=[C:33]([C:36]([O-])=[O:37])[CH:32]=1.[K+].CN(C(ON1N=NC2C=CC=CC1=2)=[N+](C)C)C.[B-](F)(F)(F)F.[NH2:62][CH:63]1[CH2:68][CH2:67][N:66]([C:69]([O:71][C:72]([CH3:75])([CH3:74])[CH3:73])=[O:70])[CH2:65][CH2:64]1. The catalyst is CN(C=O)C.C(OCC)(=O)C. The product is [C:72]([O:71][C:69]([N:66]1[CH2:67][CH2:68][CH:63]([NH:62][C:36]([C:33]2[CH:32]=[C:31]([C:9]3[C:10]([O:21][C:22]4[CH:23]=[CH:24][C:25]([N+:28]([O-:30])=[O:29])=[CH:26][CH:27]=4)=[CH:11][C:12]([O:14][CH2:15][O:16][CH2:17][CH2:18][O:19][CH3:20])=[CH:13][C:8]=3[O:7][CH2:6][O:5][CH2:4][CH2:3][O:2][CH3:1])[O:35][N:34]=2)=[O:37])[CH2:64][CH2:65]1)=[O:70])([CH3:75])([CH3:73])[CH3:74]. The yield is 0.650. (10) The reactants are [NH2:1][C:2]1[C:7]([C:8]([NH:10][C:11]2[CH:16]=[C:15]([O:17]C)[CH:14]=[C:13]([F:19])[CH:12]=2)=[O:9])=[C:6](Cl)[N:5]=[CH:4][N:3]=1.B(Br)(Br)[Br:22]. The catalyst is ClCCl. The product is [NH2:1][C:2]1[C:7]([C:8]([NH:10][C:11]2[CH:16]=[C:15]([OH:17])[CH:14]=[C:13]([F:19])[CH:12]=2)=[O:9])=[C:6]([Br:22])[N:5]=[CH:4][N:3]=1. The yield is 0.710.